From a dataset of Catalyst prediction with 721,799 reactions and 888 catalyst types from USPTO. Predict which catalyst facilitates the given reaction. (1) Reactant: [OH:1][C:2]([CH2:7][C@@H:8]([C@@H:10]([CH2:12][OH:13])[OH:11])[OH:9])(O)C(O)=O.Cl.Cl[O-].[Na+]. Product: [O:1]=[CH:2][CH2:7][C@@H:8]([C@@H:10]([CH2:12][OH:13])[OH:11])[OH:9]. The catalyst class is: 15. (2) The catalyst class is: 2. Reactant: C(OC(=O)[NH:7][C:8]1([C:13]2[NH:17][C:16]3[CH:18]=[CH:19][C:20]([Cl:22])=[CH:21][C:15]=3[N:14]=2)[CH2:12][CH2:11][O:10][CH2:9]1)(C)(C)C.C(O)(C(F)(F)F)=O. Product: [Cl:22][C:20]1[CH:19]=[CH:18][C:16]2[NH:17][C:13]([C:8]3([NH2:7])[CH2:12][CH2:11][O:10][CH2:9]3)=[N:14][C:15]=2[CH:21]=1.